This data is from Forward reaction prediction with 1.9M reactions from USPTO patents (1976-2016). The task is: Predict the product of the given reaction. Given the reactants [Cl:1][C:2]1[CH:7]=[CH:6][CH:5]=[CH:4][C:3]=1[C:8]1[NH:9][CH:10]=[C:11]([C:13]2[CH:18]=[CH:17][N:16]=[C:15]([NH:19][C:20](=[O:22])[CH3:21])[CH:14]=2)[N:12]=1.C(=O)([O-])[O-].[K+].[K+].F[C:30]1[CH:35]=[CH:34][CH:33]=[CH:32][N:31]=1, predict the reaction product. The product is: [Cl:1][C:2]1[CH:7]=[CH:6][CH:5]=[CH:4][C:3]=1[C:8]1[N:9]([C:30]2[CH:35]=[CH:34][CH:33]=[CH:32][N:31]=2)[CH:10]=[C:11]([C:13]2[CH:18]=[CH:17][N:16]=[C:15]([NH:19][C:20](=[O:22])[CH3:21])[CH:14]=2)[N:12]=1.